From a dataset of Cav3 T-type calcium channel HTS with 100,875 compounds. Binary Classification. Given a drug SMILES string, predict its activity (active/inactive) in a high-throughput screening assay against a specified biological target. The drug is O(C(=O)Cn1c2c(nc1C)cccc2)CC(=O)NCCc1ccccc1. The result is 0 (inactive).